Dataset: Reaction yield outcomes from USPTO patents with 853,638 reactions. Task: Predict the reaction yield, written as a fraction of the theoretical maximum amount of product (1.0 means a 100% yield; for example, 0.34 means a 34% yield). The reactants are [CH3:1][N:2]1[C:10]2[C:5](=[CH:6][CH:7]=[CH:8][CH:9]=2)[CH:4]=[C:3]1[C:11]([NH:13][C@H:14]([C:18]([NH:20][CH:21]([C:30](=[O:33])[CH2:31][F:32])[CH2:22][C:23]([O:25]C(C)(C)C)=[O:24])=[O:19])[CH:15]([CH3:17])[CH3:16])=[O:12].C1(OC)C=CC=CC=1.FC(F)(F)C(O)=O. The catalyst is C(Cl)Cl. The product is [CH3:1][N:2]1[C:10]2[C:5](=[CH:6][CH:7]=[CH:8][CH:9]=2)[CH:4]=[C:3]1[C:11]([NH:13][C@H:14]([C:18]([NH:20][CH:21]([C:30](=[O:33])[CH2:31][F:32])[CH2:22][C:23]([OH:25])=[O:24])=[O:19])[CH:15]([CH3:16])[CH3:17])=[O:12]. The yield is 0.720.